From a dataset of Catalyst prediction with 721,799 reactions and 888 catalyst types from USPTO. Predict which catalyst facilitates the given reaction. (1) Reactant: Cl[C:2]1[C:7]([CH3:8])=[C:6]([O:9]C)[N:5]=[CH:4][N:3]=1.[NH2:11][C:12]1[CH:17]=[CH:16][CH:15]=[CH:14][CH:13]=1. Product: [CH3:8][C:7]1[C:6](=[O:9])[NH:5][CH:4]=[N:3][C:2]=1[NH:11][C:12]1[CH:17]=[CH:16][CH:15]=[CH:14][CH:13]=1. The catalyst class is: 114. (2) Reactant: [N:1]([CH2:4][C:5]1[CH:10]=[CH:9][CH:8]=[C:7]([C:11]([OH:14])([CH3:13])[CH3:12])[N:6]=1)=[N+]=[N-]. Product: [OH:14][C:11]([C:7]1[N:6]=[C:5]([CH2:4][NH2:1])[CH:10]=[CH:9][CH:8]=1)([CH3:13])[CH3:12]. The catalyst class is: 19. (3) Reactant: [NH2:1][C:2]1[C:7]([C:8]2[CH:13]=[CH:12][C:11]([F:14])=[CH:10][CH:9]=2)=[CH:6][C:5]([C:15]([O:17][CH3:18])=[O:16])=[CH:4][C:3]=1[N+:19]([O-])=O.O.O.[Sn]Cl.[Cl-].[NH4+].O. Product: [NH2:19][C:3]1[CH:4]=[C:5]([C:15]([O:17][CH3:18])=[O:16])[CH:6]=[C:7]([C:8]2[CH:9]=[CH:10][C:11]([F:14])=[CH:12][CH:13]=2)[C:2]=1[NH2:1]. The catalyst class is: 42. (4) Reactant: C(O[C:5](=[O:7])[CH3:6])(=O)C.Cl.[NH2:9][CH:10]1[CH2:18][C:17]2[C:12](=[CH:13][CH:14]=[CH:15][CH:16]=2)[CH2:11]1.C(OCC)(=O)C. Product: [CH2:11]1[C:12]2[C:17](=[CH:16][CH:15]=[CH:14][CH:13]=2)[CH2:18][CH:10]1[NH:9][C:5](=[O:7])[CH3:6]. The catalyst class is: 66. (5) Reactant: [OH:1][CH:2]1[CH2:7][CH2:6][NH:5][CH2:4][CH2:3]1.C1COCC1.[Br:13][CH2:14][C:15]1[CH:16]=[C:17]([S:21](Cl)(=[O:23])=[O:22])[CH:18]=[CH:19][CH:20]=1.C(N(CC)CC)C. Product: [Br:13][CH2:14][C:15]1[CH:16]=[C:17]([S:21]([N:5]2[CH2:6][CH2:7][CH:2]([OH:1])[CH2:3][CH2:4]2)(=[O:23])=[O:22])[CH:18]=[CH:19][CH:20]=1. The catalyst class is: 13. (6) Reactant: [Br:1][C:2]1[CH:7]=[CH:6][C:5]([CH2:8][C:9]([O:11][CH2:12][CH3:13])=[O:10])=[CH:4][CH:3]=1.[Li+].[CH3:15][CH:16]([N-]C(C)C)C.C(I)C. Product: [Br:1][C:2]1[CH:3]=[CH:4][C:5]([CH:8]([CH2:15][CH3:16])[C:9]([O:11][CH2:12][CH3:13])=[O:10])=[CH:6][CH:7]=1. The catalyst class is: 1. (7) Reactant: FC(F)(F)S(O[C:7]1[CH2:12][CH2:11][N:10]([C:13]([O:15][C:16]([CH3:19])([CH3:18])[CH3:17])=[O:14])[CH2:9][CH:8]=1)(=O)=O.[C:22]([O:26][C:27](=[O:46])[NH:28][C:29]1[CH:34]=[CH:33][C:32](B2OC(C)(C)C(C)(C)O2)=[CH:31][C:30]=1[O:44][CH3:45])([CH3:25])([CH3:24])[CH3:23].C([O-])(O)=O.[Na+].C(OCC)(=O)C. Product: [C:22]([O:26][C:27]([NH:28][C:29]1[CH:34]=[CH:33][C:32]([C:7]2[CH2:12][CH2:11][N:10]([C:13]([O:15][C:16]([CH3:19])([CH3:18])[CH3:17])=[O:14])[CH2:9][CH:8]=2)=[CH:31][C:30]=1[O:44][CH3:45])=[O:46])([CH3:25])([CH3:24])[CH3:23]. The catalyst class is: 104.